Dataset: Catalyst prediction with 721,799 reactions and 888 catalyst types from USPTO. Task: Predict which catalyst facilitates the given reaction. Reactant: [C:1]([O:5][C:6]([N:8]1[CH:16]2[CH:11]([CH2:12][CH2:13][CH2:14][CH2:15]2)[CH2:10][C@H:9]1[CH2:17][OH:18])=[O:7])([CH3:4])([CH3:3])[CH3:2].O[C:20]1[CH:29]=[CH:28][C:23]([C:24]([O:26][CH3:27])=[O:25])=[CH:22][CH:21]=1.C1C=CC(P(C2C=CC=CC=2)C2C=CC=CC=2)=CC=1.CC(OC(/N=N/C(OC(C)C)=O)=O)C. Product: [C:1]([O:5][C:6]([N:8]1[CH:16]2[CH:11]([CH2:12][CH2:13][CH2:14][CH2:15]2)[CH2:10][C@H:9]1[CH2:17][O:18][C:20]1[CH:29]=[CH:28][C:23]([C:24]([O:26][CH3:27])=[O:25])=[CH:22][CH:21]=1)=[O:7])([CH3:4])([CH3:3])[CH3:2]. The catalyst class is: 1.